Dataset: Full USPTO retrosynthesis dataset with 1.9M reactions from patents (1976-2016). Task: Predict the reactants needed to synthesize the given product. (1) Given the product [Br:8][C:5]1[CH:6]=[CH:7][C:2]([C:10]([CH3:13])([CH3:9])[C:11]#[N:12])=[N:3][CH:4]=1, predict the reactants needed to synthesize it. The reactants are: Br[C:2]1[CH:7]=[CH:6][C:5]([Br:8])=[CH:4][N:3]=1.[CH3:9][CH:10]([CH3:13])[C:11]#[N:12].C[Si](C)(C)[N-][Si](C)(C)C.[Na+]. (2) Given the product [CH3:16][O:15][C:13](=[O:14])[CH2:12][C:6]1[CH:5]=[CH:4][C:3]([Cl:2])=[CH:11][C:7]=1[CH2:8][OH:9], predict the reactants needed to synthesize it. The reactants are: B.[Cl:2][C:3]1[CH:4]=[CH:5][C:6]([CH2:12][C:13]([O:15][CH3:16])=[O:14])=[C:7]([CH:11]=1)[C:8](O)=[O:9]. (3) The reactants are: O=C1CCC(=O)N1[O:8][C:9]([C:11]1[C:15]([CH3:16])=[C:14](/[CH:17]=[C:18]2\[C:19](=[O:39])[NH:20][C:21]3[C:26]\2=[CH:25][C:24]([S:27]([CH2:30][C:31]2[CH:36]=[C:35]([Cl:37])[CH:34]=[CH:33][C:32]=2[Cl:38])(=[O:29])=[O:28])=[CH:23][CH:22]=3)[NH:13][C:12]=1[CH3:40])=O.[CH3:41][N:42]1[CH2:47][CH2:46][NH:45][CH2:44][CH2:43]1. Given the product [Cl:38][C:32]1[CH:33]=[CH:34][C:35]([Cl:37])=[CH:36][C:31]=1[CH2:30][S:27]([C:24]1[CH:25]=[C:26]2[C:21](=[CH:22][CH:23]=1)[NH:20][C:19](=[O:39])/[C:18]/2=[CH:17]\[C:14]1[NH:13][C:12]([CH3:40])=[C:11]([C:9]([N:45]2[CH2:46][CH2:47][N:42]([CH3:41])[CH2:43][CH2:44]2)=[O:8])[C:15]=1[CH3:16])(=[O:28])=[O:29], predict the reactants needed to synthesize it. (4) Given the product [Br:1][C:2]1[CH:7]=[CH:6][C:5]([O:8][CH3:13])=[C:4]([C:9]([CH3:12])([CH3:11])[CH3:10])[CH:3]=1, predict the reactants needed to synthesize it. The reactants are: [Br:1][C:2]1[CH:7]=[CH:6][C:5]([OH:8])=[C:4]([C:9]([CH3:12])([CH3:11])[CH3:10])[CH:3]=1.[C:13]([O-])([O-])=O.[K+].[K+].CI. (5) Given the product [F:53][C:50]1[CH:49]=[CH:48][C:47]([CH2:46][N:36]2[C:35](=[O:54])[C:34]([C:29]3[NH:28][C:27]4[CH:55]=[CH:56][C:24]([NH:23][S:10]([NH:13][C:14](=[O:15])[O:8][CH2:1][C:2]5[CH:7]=[CH:6][CH:5]=[CH:4][CH:3]=5)(=[O:12])=[O:11])=[CH:25][C:26]=4[S:31](=[O:32])(=[O:33])[N:30]=3)=[C:43]([OH:44])[C@H:42]3[C@@H:37]2[C@H:38]2[CH2:45][C@@H:41]3[CH2:40][CH2:39]2)=[CH:52][CH:51]=1, predict the reactants needed to synthesize it. The reactants are: [CH2:1]([OH:8])[C:2]1[CH:7]=[CH:6][CH:5]=[CH:4][CH:3]=1.Cl[S:10]([N:13]=[C:14]=[O:15])(=[O:12])=[O:11].C(N(CC)CC)C.[NH2:23][C:24]1[CH:56]=[CH:55][C:27]2[NH:28][C:29]([C:34]3[C:35](=[O:54])[N:36]([CH2:46][C:47]4[CH:52]=[CH:51][C:50]([F:53])=[CH:49][CH:48]=4)[C@@H:37]4[C@H:42]([C:43]=3[OH:44])[C@@H:41]3[CH2:45][C@H:38]4[CH2:39][CH2:40]3)=[N:30][S:31](=[O:33])(=[O:32])[C:26]=2[CH:25]=1. (6) The reactants are: C1C=CC(P(C2C=CC=CC=2)C2C=CC=CC=2)=CC=1.CCOC(/N=N/C(OCC)=O)=O.[CH2:32]([N:39]1[C:44]([CH3:45])=[CH:43][C:42]([OH:46])=[C:41]([Br:47])[C:40]1=[O:48])[C:33]1[CH:38]=[CH:37][CH:36]=[CH:35][CH:34]=1.[F:49][C:50]1[CH:57]=[C:56]([F:58])[CH:55]=[CH:54][C:51]=1[CH2:52]O. Given the product [CH2:32]([N:39]1[C:44]([CH3:45])=[CH:43][C:42]([O:46][CH2:52][C:51]2[CH:54]=[CH:55][C:56]([F:58])=[CH:57][C:50]=2[F:49])=[C:41]([Br:47])[C:40]1=[O:48])[C:33]1[CH:34]=[CH:35][CH:36]=[CH:37][CH:38]=1, predict the reactants needed to synthesize it. (7) Given the product [CH3:17][N:18]([O:19][CH3:20])[C:8](=[O:10])[C:7]1[CH:12]=[CH:13][CH:14]=[CH:15][C:6]=1[C:5]#[C:4][CH2:3][O:2][CH3:1], predict the reactants needed to synthesize it. The reactants are: [CH3:1][O:2][CH2:3][C:4]#[C:5][C:6]1[CH:15]=[CH:14][CH:13]=[CH:12][C:7]=1[C:8]([O:10]C)=O.Cl.[CH3:17][NH:18][O:19][CH3:20].[Li]CCCC.